From a dataset of Full USPTO retrosynthesis dataset with 1.9M reactions from patents (1976-2016). Predict the reactants needed to synthesize the given product. Given the product [Cl:1][C:2]1[N:3]=[C:4]([C:9]([NH:11][C@H:12]2[CH2:17][CH2:16][C@H:15]([C:18]3[CH:19]=[C:20]([CH:26]=[CH:27][CH:28]=3)[C:21]([OH:23])=[O:22])[CH2:14][CH2:13]2)=[O:10])[NH:5][C:6]=1[CH2:7][CH3:8], predict the reactants needed to synthesize it. The reactants are: [Cl:1][C:2]1[N:3]=[C:4]([C:9]([NH:11][C@H:12]2[CH2:17][CH2:16][C@H:15]([C:18]3[CH:19]=[C:20]([CH:26]=[CH:27][CH:28]=3)[C:21]([O:23]CC)=[O:22])[CH2:14][CH2:13]2)=[O:10])[NH:5][C:6]=1[CH2:7][CH3:8].O.[OH-].[Li+].